Dataset: NCI-60 drug combinations with 297,098 pairs across 59 cell lines. Task: Regression. Given two drug SMILES strings and cell line genomic features, predict the synergy score measuring deviation from expected non-interaction effect. (1) Drug 1: C1=CC(=CC=C1CCCC(=O)O)N(CCCl)CCCl. Drug 2: CC1C(C(CC(O1)OC2CC(CC3=C2C(=C4C(=C3O)C(=O)C5=C(C4=O)C(=CC=C5)OC)O)(C(=O)CO)O)N)O.Cl. Cell line: COLO 205. Synergy scores: CSS=56.4, Synergy_ZIP=-5.03, Synergy_Bliss=-6.35, Synergy_Loewe=-10.4, Synergy_HSA=-2.42. (2) Drug 1: CN(CCCl)CCCl.Cl. Drug 2: C1CN(CCN1C(=O)CCBr)C(=O)CCBr. Cell line: SK-OV-3. Synergy scores: CSS=9.70, Synergy_ZIP=-4.17, Synergy_Bliss=-1.24, Synergy_Loewe=-0.522, Synergy_HSA=-0.323.